Dataset: Forward reaction prediction with 1.9M reactions from USPTO patents (1976-2016). Task: Predict the product of the given reaction. (1) Given the reactants [OH:1][CH:2]1[CH:6]=[C:5]([CH3:7])[C:4](=[O:8])[N:3]1[CH2:9][O:10][CH3:11].C(N(CC)CC)C.[CH2:19]([N:26]=[C:27]=[O:28])[C:20]1[CH:25]=[CH:24][CH:23]=[CH:22][CH:21]=1, predict the reaction product. The product is: [CH3:11][O:10][CH2:9][N:3]1[C:4](=[O:8])[C:5]([CH3:7])=[CH:6][CH:2]1[O:1][C:27](=[O:28])[NH:26][CH2:19][C:20]1[CH:25]=[CH:24][CH:23]=[CH:22][CH:21]=1. (2) Given the reactants [CH3:1][C:2]1[CH:8]=[C:7]([O:9][C:10]([F:13])([F:12])[F:11])[CH:6]=[CH:5][C:3]=1[NH2:4].C[C:15]1C=C(OCC)C=C[C:16]=1[N:24]1CCN[CH2:26][CH2:25]1, predict the reaction product. The product is: [CH3:1][C:2]1[CH:8]=[C:7]([O:9][C:10]([F:11])([F:12])[F:13])[CH:6]=[CH:5][C:3]=1[N:4]1[CH2:26][CH2:25][NH:24][CH2:16][CH2:15]1. (3) Given the reactants C(NC(C)C)(C)C.[Li]CCCC.[F:13][C:14]1[CH:15]=[C:16]([CH:21]2[O:25][CH2:24][CH2:23][O:22]2)[CH:17]=[C:18]([F:20])[CH:19]=1.[Br:26]C(Cl)(Cl)C(Cl)(Cl)Br, predict the reaction product. The product is: [Br:26][C:19]1[C:14]([F:13])=[CH:15][C:16]([CH:21]2[O:22][CH2:23][CH2:24][O:25]2)=[CH:17][C:18]=1[F:20].